Dataset: Forward reaction prediction with 1.9M reactions from USPTO patents (1976-2016). Task: Predict the product of the given reaction. (1) Given the reactants Cl[C:2]1[N:7]=[C:6]([Cl:8])[CH:5]=[CH:4][N:3]=1.[NH2:9][CH2:10][CH2:11][CH2:12][OH:13].C(N(CC)CC)C.C(=O)([O-])[O-].[Na+].[Na+], predict the reaction product. The product is: [Cl:8][C:6]1[CH:5]=[CH:4][N:3]=[C:2]([NH:9][CH2:10][CH2:11][CH2:12][OH:13])[N:7]=1. (2) Given the reactants CC1(C)COB([C:8]2[CH:9]=[CH:10][C:11]([F:19])=[C:12]([N:14]3[CH:18]=[CH:17][N:16]=[CH:15]3)[CH:13]=2)OC1.Br[C:22]1[N:26]2[N:27]=[CH:28][C:29]([C:31]([F:34])([F:33])[F:32])=[N:30][C:25]2=[N:24][CH:23]=1.C([O-])([O-])=O.[Na+].[Na+], predict the reaction product. The product is: [F:19][C:11]1[CH:10]=[CH:9][C:8]([C:22]2[N:26]3[N:27]=[CH:28][C:29]([C:31]([F:32])([F:33])[F:34])=[N:30][C:25]3=[N:24][CH:23]=2)=[CH:13][C:12]=1[N:14]1[CH:18]=[CH:17][N:16]=[CH:15]1. (3) Given the reactants [F:1][C:2]([F:47])([F:46])[C:3]1[CH:4]=[C:5]([CH:39]=[C:40]([C:42]([F:45])([F:44])[F:43])[CH:41]=1)[CH2:6][N:7]([CH2:20][C:21]1[CH:26]=[C:25]([C:27]([F:30])([F:29])[F:28])[CH:24]=[CH:23][C:22]=1OS(C(F)(F)F)(=O)=O)[C:8]1[N:13]=[CH:12][C:11]([N:14]2[CH2:19][CH2:18][O:17][CH2:16][CH2:15]2)=[CH:10][N:9]=1.[B:57]1([B:57]2[O:61][C:60]([CH3:63])([CH3:62])[C:59]([CH3:65])([CH3:64])[O:58]2)[O:61][C:60]([CH3:63])([CH3:62])[C:59]([CH3:65])([CH3:64])[O:58]1.C([O-])(=O)C.[K+].O, predict the reaction product. The product is: [F:47][C:2]([F:1])([F:46])[C:3]1[CH:4]=[C:5]([CH:39]=[C:40]([C:42]([F:43])([F:44])[F:45])[CH:41]=1)[CH2:6][N:7]([C:8]1[N:13]=[CH:12][C:11]([N:14]2[CH2:15][CH2:16][O:17][CH2:18][CH2:19]2)=[CH:10][N:9]=1)[CH2:20][C:21]1[CH:26]=[C:25]([C:27]([F:28])([F:29])[F:30])[CH:24]=[CH:23][C:22]=1[B:57]1[O:58][C:59]([CH3:64])([CH3:65])[C:60]([CH3:62])([CH3:63])[O:61]1. (4) Given the reactants [NH:1]1[CH:5]=[CH:4][C:3]([C:6]2[N:14]3[C:9]([CH:10]=[CH:11][CH:12]=[CH:13]3)=[CH:8][C:7]=2[C:15]([O:17][CH2:18][CH3:19])=[O:16])=[N:2]1.C([O-])([O-])=O.[K+].[K+].Br[CH2:27][CH2:28][Cl:29], predict the reaction product. The product is: [Cl:29][CH2:28][CH2:27][N:1]1[CH:5]=[CH:4][C:3]([C:6]2[N:14]3[C:9]([CH:10]=[CH:11][CH:12]=[CH:13]3)=[CH:8][C:7]=2[C:15]([O:17][CH2:18][CH3:19])=[O:16])=[N:2]1. (5) Given the reactants C(OC(=O)[NH:7][CH2:8][CH2:9][O:10][CH2:11][CH2:12][N:13]1[C:21]2[C:20]([CH3:22])=[C:19]([Cl:23])[N:18]=[C:17]([N:24](CC3C=CC(OC)=CC=3)CC3C=CC(OC)=CC=3)[C:16]=2[N:15]=[C:14]1[CH2:43][CH2:44][CH3:45])(C)(C)C, predict the reaction product. The product is: [NH2:7][CH2:8][CH2:9][O:10][CH2:11][CH2:12][N:13]1[C:21]2[C:20]([CH3:22])=[C:19]([Cl:23])[N:18]=[C:17]([NH2:24])[C:16]=2[N:15]=[C:14]1[CH2:43][CH2:44][CH3:45]. (6) Given the reactants [C:1]([O:5][C:6]([N:8]([CH2:10][C:11]([NH:13][C:14]1[CH:19]=[CH:18][C:17]([C:20]2[CH:25]=[C:24](Cl)[N:23]=[C:22]([N:27]3[C:31]4[CH:32]=[CH:33][CH:34]=[C:35]([O:36][CH3:37])[C:30]=4[N:29]=[C:28]3[CH:38]([F:40])[F:39])[N:21]=2)=[CH:16][CH:15]=1)=[O:12])[CH3:9])=[O:7])([CH3:4])([CH3:3])[CH3:2].[NH:41]1[CH2:46][CH2:45][O:44][CH2:43][CH2:42]1, predict the reaction product. The product is: [C:1]([O:5][C:6]([N:8]([CH2:10][C:11]([NH:13][C:14]1[CH:19]=[CH:18][C:17]([C:20]2[CH:25]=[C:24]([N:41]3[CH2:46][CH2:45][O:44][CH2:43][CH2:42]3)[N:23]=[C:22]([N:27]3[C:31]4[CH:32]=[CH:33][CH:34]=[C:35]([O:36][CH3:37])[C:30]=4[N:29]=[C:28]3[CH:38]([F:40])[F:39])[N:21]=2)=[CH:16][CH:15]=1)=[O:12])[CH3:9])=[O:7])([CH3:4])([CH3:3])[CH3:2]. (7) Given the reactants O[CH2:2][C:3]1[N:7]([CH:8]2[C:17]3[C:12](=[CH:13][CH:14]=[CH:15][CH:16]=3)[C:11](=[O:18])[O:10][C:9]2([CH3:20])[CH3:19])[CH:6]=[N:5][CH:4]=1.CCN(S(F)(F)[F:27])CC, predict the reaction product. The product is: [F:27][CH2:2][C:3]1[N:7]([CH:8]2[C:17]3[C:12](=[CH:13][CH:14]=[CH:15][CH:16]=3)[C:11](=[O:18])[O:10][C:9]2([CH3:20])[CH3:19])[CH:6]=[N:5][CH:4]=1. (8) Given the reactants [Cl:1][C:2]1[CH:7]=[CH:6][C:5]([C:8]2[N:12]([CH2:13][CH:14]=O)[C:11](=[O:16])[N:10]([CH2:17][C:18]([NH:20][C:21]([CH3:33])([C:23]3[CH:28]=[CH:27][CH:26]=[C:25]([C:29]([F:32])([F:31])[F:30])[CH:24]=3)[CH3:22])=[O:19])[N:9]=2)=[CH:4][CH:3]=1.[NH:34]1[CH2:39][CH2:38][O:37][CH2:36][CH2:35]1.C(O[BH-](OC(=O)C)OC(=O)C)(=O)C.[Na+].C(=O)([O-])O.[Na+], predict the reaction product. The product is: [Cl:1][C:2]1[CH:7]=[CH:6][C:5]([C:8]2[N:12]([CH2:13][CH2:14][N:34]3[CH2:39][CH2:38][O:37][CH2:36][CH2:35]3)[C:11](=[O:16])[N:10]([CH2:17][C:18]([NH:20][C:21]([CH3:22])([C:23]3[CH:28]=[CH:27][CH:26]=[C:25]([C:29]([F:30])([F:31])[F:32])[CH:24]=3)[CH3:33])=[O:19])[N:9]=2)=[CH:4][CH:3]=1. (9) Given the reactants CC[O:3][C:4]([NH:6][C:7]1C=CC(NCC2C=CC(F)=CC=2)=CC=1N)=[O:5].[CH3:23][CH2:24][N:25]([CH2:28]C)[CH2:26]C.[CH2:24]([N:25]([CH2:28]C)[CH2:26]C)[CH3:23], predict the reaction product. The product is: [CH3:23][N:6]([CH:4]=[O:5])[CH3:7].[CH3:24][N:25]([CH3:28])[CH:26]=[O:3]. (10) Given the reactants [F:1][C:2]([F:17])([C:8]1[CH:13]=[CH:12][CH:11]=[C:10]([N+:14]([O-:16])=[O:15])[CH:9]=1)[C:3](OCC)=[O:4].[NH3:18], predict the reaction product. The product is: [F:1][C:2]([F:17])([C:8]1[CH:13]=[CH:12][CH:11]=[C:10]([N+:14]([O-:16])=[O:15])[CH:9]=1)[C:3]([NH2:18])=[O:4].